From a dataset of Forward reaction prediction with 1.9M reactions from USPTO patents (1976-2016). Predict the product of the given reaction. (1) Given the reactants [N:1]1[CH:6]=[CH:5][CH:4]=[CH:3][C:2]=1[NH:7][S:8]([NH2:11])(=[O:10])=[O:9].[Cl:12][C:13]1[C:18]([O:19][C:20]2[CH:25]=[CH:24][CH:23]=[CH:22][C:21]=2[O:26][CH3:27])=[C:17](Cl)[N:16]=[C:15]([C:29]2[CH:34]=[CH:33][N:32]=[CH:31][CH:30]=2)[N:14]=1, predict the reaction product. The product is: [Cl:12][C:13]1[N:14]=[C:15]([C:29]2[CH:34]=[CH:33][N:32]=[CH:31][CH:30]=2)[N:16]=[C:17]([NH:11][S:8](=[O:10])(=[O:9])[NH:7][C:2]2[CH:3]=[CH:4][CH:5]=[CH:6][N:1]=2)[C:18]=1[O:19][C:20]1[CH:25]=[CH:24][CH:23]=[CH:22][C:21]=1[O:26][CH3:27]. (2) Given the reactants [CH:1]([C:3]1[CH:11]=C(C(O)=O)[C:6]([OH:12])=[CH:5][CH:4]=1)=[O:2].[C:13](=O)([O-])[O-].[K+].[K+].CI.[C:21]([O:24][CH2:25]C)(=[O:23])[CH3:22].CCCCCC, predict the reaction product. The product is: [CH3:13][O:12][C:6]1[CH:5]=[CH:4][C:3]([CH:1]=[O:2])=[CH:11][C:22]=1[C:21]([O:24][CH3:25])=[O:23]. (3) Given the reactants [NH2:1][C:2]1[N:7]=[CH:6][C:5]([S:8]([N:11]2[CH2:16][CH2:15][N:14]([C:17]3[CH:22]=[CH:21][C:20]([C@@:23]([OH:29])([CH3:28])[C:24]([F:27])([F:26])[F:25])=[CH:19][CH:18]=3)[CH2:13][CH2:12]2)(=[O:10])=[O:9])=[CH:4][CH:3]=1.NC1N=CC(S(N2CCN(C3C=CC([C@](O)(C)C(F)(F)F)=CC=3)CC2)(=O)=O)=CC=1.CCCN(C(NC(C1C=C(OC)C(OC)=C(OC)C=1)=O)=S)CCC, predict the reaction product. The product is: [NH2:1][C:2]1[N:7]=[CH:6][C:5]([S:8]([N:11]2[CH2:12][CH2:13][N:14]([C:17]3[CH:18]=[CH:19][C:20]([C:23]([OH:29])([CH3:28])[C:24]([F:26])([F:27])[F:25])=[CH:21][CH:22]=3)[CH2:15][CH2:16]2)(=[O:9])=[O:10])=[CH:4][CH:3]=1. (4) Given the reactants C([O:3][C:4](=[O:33])[CH2:5][C:6]1[N:7]=[C:8]([NH:12][C:13]([C:15]2[N:16]([CH2:24][C:25]3[CH:30]=[CH:29][C:28]([F:31])=[CH:27][C:26]=3[F:32])[CH:17]=[C:18]([CH2:20][CH:21]([CH3:23])[CH3:22])[CH:19]=2)=[O:14])[S:9][C:10]=1[Cl:11])C.CO.O.[OH-].[Li+], predict the reaction product. The product is: [Cl:11][C:10]1[S:9][C:8]([NH:12][C:13]([C:15]2[N:16]([CH2:24][C:25]3[CH:30]=[CH:29][C:28]([F:31])=[CH:27][C:26]=3[F:32])[CH:17]=[C:18]([CH2:20][CH:21]([CH3:22])[CH3:23])[CH:19]=2)=[O:14])=[N:7][C:6]=1[CH2:5][C:4]([OH:33])=[O:3]. (5) Given the reactants [CH3:1][S:2]([C:5]1[CH:12]=[CH:11][C:8]([CH:9]=O)=[CH:7][CH:6]=1)(=[O:4])=[O:3].[NH2:13][C:14]1[N:15]=[N:16][C:17]([CH3:20])=[CH:18][CH:19]=1.C([O:23][C:24](=O)[C:25]([OH:38])=[CH:26][C:27]([C:29]1[CH:34]=[CH:33][C:32]([CH:35]([CH3:37])[CH3:36])=[CH:31][CH:30]=1)=[O:28])C, predict the reaction product. The product is: [OH:38][C:25]1[C:24](=[O:23])[N:13]([C:14]2[N:15]=[N:16][C:17]([CH3:20])=[CH:18][CH:19]=2)[CH:9]([C:8]2[CH:11]=[CH:12][C:5]([S:2]([CH3:1])(=[O:4])=[O:3])=[CH:6][CH:7]=2)[C:26]=1[C:27](=[O:28])[C:29]1[CH:34]=[CH:33][C:32]([CH:35]([CH3:37])[CH3:36])=[CH:31][CH:30]=1. (6) Given the reactants [CH:1]1([NH2:4])[CH2:3][CH2:2]1.[F:5][C:6]1[C:32]([F:33])=[CH:31][CH:30]=[CH:29][C:7]=1[CH2:8][S:9][C:10]1[N:15]=[C:14]([NH:16][S:17]([N:20]2[CH2:25][CH2:24][C:23](=O)[CH2:22][CH2:21]2)(=[O:19])=[O:18])[CH:13]=[C:12]([O:27][CH3:28])[N:11]=1.C(O[BH-](OC(=O)C)OC(=O)C)(=O)C.[Na+].[OH-].[Na+].Cl, predict the reaction product. The product is: [CH:1]1([NH:4][CH:23]2[CH2:24][CH2:25][N:20]([S:17]([NH:16][C:14]3[CH:13]=[C:12]([O:27][CH3:28])[N:11]=[C:10]([S:9][CH2:8][C:7]4[CH:29]=[CH:30][CH:31]=[C:32]([F:33])[C:6]=4[F:5])[N:15]=3)(=[O:18])=[O:19])[CH2:21][CH2:22]2)[CH2:3][CH2:2]1.